Dataset: NCI-60 drug combinations with 297,098 pairs across 59 cell lines. Task: Regression. Given two drug SMILES strings and cell line genomic features, predict the synergy score measuring deviation from expected non-interaction effect. (1) Drug 1: CC1C(C(CC(O1)OC2CC(CC3=C2C(=C4C(=C3O)C(=O)C5=C(C4=O)C(=CC=C5)OC)O)(C(=O)C)O)N)O.Cl. Drug 2: C1=C(C(=O)NC(=O)N1)N(CCCl)CCCl. Cell line: 786-0. Synergy scores: CSS=63.9, Synergy_ZIP=2.91, Synergy_Bliss=6.03, Synergy_Loewe=6.54, Synergy_HSA=7.36. (2) Drug 1: C1=C(C(=O)NC(=O)N1)N(CCCl)CCCl. Drug 2: CNC(=O)C1=NC=CC(=C1)OC2=CC=C(C=C2)NC(=O)NC3=CC(=C(C=C3)Cl)C(F)(F)F. Cell line: OVCAR3. Synergy scores: CSS=26.7, Synergy_ZIP=-8.73, Synergy_Bliss=-3.20, Synergy_Loewe=-8.90, Synergy_HSA=-2.90. (3) Drug 1: C1C(C(OC1N2C=C(C(=O)NC2=O)F)CO)O. Drug 2: C(CN)CNCCSP(=O)(O)O. Cell line: HL-60(TB). Synergy scores: CSS=31.4, Synergy_ZIP=-8.05, Synergy_Bliss=1.02, Synergy_Loewe=-57.9, Synergy_HSA=3.07. (4) Drug 2: CC1=C(C=C(C=C1)NC2=NC=CC(=N2)N(C)C3=CC4=NN(C(=C4C=C3)C)C)S(=O)(=O)N.Cl. Drug 1: CS(=O)(=O)C1=CC(=C(C=C1)C(=O)NC2=CC(=C(C=C2)Cl)C3=CC=CC=N3)Cl. Synergy scores: CSS=21.3, Synergy_ZIP=4.02, Synergy_Bliss=15.1, Synergy_Loewe=13.6, Synergy_HSA=14.4. Cell line: TK-10. (5) Drug 1: COC1=CC(=CC(=C1O)OC)C2C3C(COC3=O)C(C4=CC5=C(C=C24)OCO5)OC6C(C(C7C(O6)COC(O7)C8=CC=CS8)O)O. Drug 2: CC1C(C(CC(O1)OC2CC(OC(C2O)C)OC3=CC4=CC5=C(C(=O)C(C(C5)C(C(=O)C(C(C)O)O)OC)OC6CC(C(C(O6)C)O)OC7CC(C(C(O7)C)O)OC8CC(C(C(O8)C)O)(C)O)C(=C4C(=C3C)O)O)O)O. Cell line: NCI-H322M. Synergy scores: CSS=-1.30, Synergy_ZIP=-1.43, Synergy_Bliss=-1.22, Synergy_Loewe=-2.16, Synergy_HSA=-1.90. (6) Drug 1: C1=CC(=CC=C1C#N)C(C2=CC=C(C=C2)C#N)N3C=NC=N3. Drug 2: CC=C1C(=O)NC(C(=O)OC2CC(=O)NC(C(=O)NC(CSSCCC=C2)C(=O)N1)C(C)C)C(C)C. Cell line: A549. Synergy scores: CSS=12.3, Synergy_ZIP=2.55, Synergy_Bliss=1.08, Synergy_Loewe=-64.2, Synergy_HSA=-4.58. (7) Drug 1: C1CC(=O)NC(=O)C1N2C(=O)C3=CC=CC=C3C2=O. Drug 2: CC(C)CN1C=NC2=C1C3=CC=CC=C3N=C2N. Cell line: M14. Synergy scores: CSS=-1.54, Synergy_ZIP=-0.303, Synergy_Bliss=-3.06, Synergy_Loewe=-6.30, Synergy_HSA=-5.01. (8) Drug 1: C1=CC(=C2C(=C1NCCNCCO)C(=O)C3=C(C=CC(=C3C2=O)O)O)NCCNCCO. Drug 2: CC1=C(C(=O)C2=C(C1=O)N3CC4C(C3(C2COC(=O)N)OC)N4)N. Cell line: BT-549. Synergy scores: CSS=50.3, Synergy_ZIP=6.39, Synergy_Bliss=6.46, Synergy_Loewe=11.5, Synergy_HSA=12.7. (9) Drug 1: C1=CC(=CC=C1CC(C(=O)O)N)N(CCCl)CCCl.Cl. Drug 2: CC1CCCC2(C(O2)CC(NC(=O)CC(C(C(=O)C(C1O)C)(C)C)O)C(=CC3=CSC(=N3)C)C)C. Cell line: HOP-62. Synergy scores: CSS=4.93, Synergy_ZIP=-4.19, Synergy_Bliss=-4.30, Synergy_Loewe=-9.43, Synergy_HSA=-7.99.